Predict the reaction yield, written as a fraction of the theoretical maximum amount of product (1.0 means a 100% yield; for example, 0.34 means a 34% yield). From a dataset of Reaction yield outcomes from USPTO patents with 853,638 reactions. (1) The reactants are [NH2:1][CH:2]([CH2:6][CH:7]([CH3:9])[CH3:8])[C:3]([OH:5])=[O:4].Cl.[CH3:11]O. No catalyst specified. The product is [NH2:1][CH:2]([CH2:6][CH:7]([CH3:9])[CH3:8])[C:3]([O:5][CH3:11])=[O:4]. The yield is 0.960. (2) The reactants are [OH:1][C:2]1[CH:9]=[CH:8][C:5]([CH:6]=[CH2:7])=[CH:4][CH:3]=1.[Cl:10][CH2:11][C:12](Cl)=[O:13].CCN(CC)CC. The catalyst is C(OCC)C. The product is [Cl:10][CH2:11][C:12]([O:1][C:2]1[CH:9]=[CH:8][C:5]([CH:6]=[CH2:7])=[CH:4][CH:3]=1)=[O:13]. The yield is 0.920. (3) The reactants are [Cl:1][C:2]1[N:10]=[C:9]2[C:5]([N:6]=[CH:7][N:8]2[CH:11]2[CH2:16][CH2:15][N:14](C(OC(C)(C)C)=O)[CH2:13][CH2:12]2)=[C:4]([N:24]2[CH2:29][CH2:28][O:27][CH2:26][CH2:25]2)[N:3]=1.[F:30][C:31]([F:36])([F:35])[C:32]([OH:34])=[O:33]. The catalyst is ClCCl. The product is [F:30][C:31]([F:36])([F:35])[C:32]([OH:34])=[O:33].[Cl:1][C:2]1[N:10]=[C:9]2[C:5]([N:6]=[CH:7][N:8]2[CH:11]2[CH2:16][CH2:15][NH:14][CH2:13][CH2:12]2)=[C:4]([N:24]2[CH2:29][CH2:28][O:27][CH2:26][CH2:25]2)[N:3]=1. The yield is 0.630. (4) The reactants are [CH2:1]([NH:3][C:4]([NH:6][C:7]1[CH:12]=[CH:11][C:10]([C:13]2[N:14]=[C:15]([N:22]3[CH2:27][CH2:26][O:25][CH2:24][C@@H:23]3[CH3:28])[C:16]3[CH2:21][NH:20][CH2:19][C:17]=3[N:18]=2)=[CH:9][CH:8]=1)=[O:5])[CH3:2].CCN(CC)CC.[F:36][C:37]([F:48])([F:47])[CH2:38]OS(C(Cl)(Cl)Cl)(=O)=O.CC1C=CC(S(O)(=O)=O)=CC=1. The catalyst is C1(C)C=CC=CC=1.CO.CS(C)=O. The product is [CH2:1]([NH:3][C:4]([NH:6][C:7]1[CH:12]=[CH:11][C:10]([C:13]2[N:14]=[C:15]([N:22]3[CH2:27][CH2:26][O:25][CH2:24][C@@H:23]3[CH3:28])[C:16]3[CH2:21][N:20]([CH2:38][C:37]([F:48])([F:47])[F:36])[CH2:19][C:17]=3[N:18]=2)=[CH:9][CH:8]=1)=[O:5])[CH3:2]. The yield is 0.00900. (5) The reactants are [C:1](=[O:23])([O:20][CH2:21][CH3:22])[O:2][C:3]1[CH:8]=[CH:7][C:6]([CH3:9])=[CH:5][C:4]=1[CH:10]1[CH:17]2[CH2:18][CH:13]3[CH2:14][CH:15]([CH2:19][CH:11]1[CH2:12]3)[CH2:16]2.[N+:24]([O-])([O-:26])=[O:25].[K+]. The catalyst is OS(O)(=O)=O. The product is [C:1](=[O:23])([O:20][CH2:21][CH3:22])[O:2][C:3]1[CH:8]=[C:7]([N+:24]([O-:26])=[O:25])[C:6]([CH3:9])=[CH:5][C:4]=1[CH:10]1[CH:11]2[CH2:19][CH:15]3[CH2:14][CH:13]([CH2:18][CH:17]1[CH2:16]3)[CH2:12]2. The yield is 0.250.